This data is from Forward reaction prediction with 1.9M reactions from USPTO patents (1976-2016). The task is: Predict the product of the given reaction. (1) Given the reactants [Cl:1][C:2]1[N:7]=[C:6]([NH:8][C:9]2[CH:10]=[C:11]([CH2:15][CH2:16][C:17]3[CH:22]=[C:21]([NH:23]C(=O)OC(C)(C)C)[CH:20]=[CH:19][N:18]=3)[CH:12]=[CH:13][CH:14]=2)[C:5]([F:31])=[CH:4][N:3]=1.[ClH:32], predict the reaction product. The product is: [ClH:1].[ClH:32].[NH2:23][C:21]1[CH:20]=[CH:19][N:18]=[C:17]([CH2:16][CH2:15][C:11]2[CH:10]=[C:9]([NH:8][C:6]3[C:5]([F:31])=[CH:4][N:3]=[C:2]([Cl:1])[N:7]=3)[CH:14]=[CH:13][CH:12]=2)[CH:22]=1. (2) Given the reactants C(OC([N:8]1[CH2:14][CH2:13][CH2:12][C@@H:9]1[CH:10]=O)=O)(C)(C)C.[NH:15]1[C:19]2[CH:20]=[CH:21][CH:22]=[CH:23][C:18]=2[N:17]=[C:16]1[CH2:24][N:25]([CH:35]1[C:44]2[N:43]=[CH:42][CH:41]=[CH:40][C:39]=2[CH2:38][CH2:37][CH2:36]1)[CH2:26][C:27]1[CH:32]=[CH:31][C:30]([CH2:33][NH2:34])=[CH:29][CH:28]=1.C(O[BH-](OC(=O)C)OC(=O)C)(=O)C.[Na+], predict the reaction product. The product is: [NH:15]1[C:19]2[CH:20]=[CH:21][CH:22]=[CH:23][C:18]=2[N:17]=[C:16]1[CH2:24][N:25]([CH2:26][C:27]1[CH:32]=[CH:31][C:30]([CH2:33][NH:34][CH2:10][CH:9]2[CH2:12][CH2:13][CH2:14][NH:8]2)=[CH:29][CH:28]=1)[CH:35]1[C:44]2[N:43]=[CH:42][CH:41]=[CH:40][C:39]=2[CH2:38][CH2:37][CH2:36]1. (3) Given the reactants Cl.Cl.Cl.Cl.[N:5]1[CH:10]=[CH:9][C:8]([CH2:11][C@H:12]([C:14]([N:16]2[CH2:21][CH2:20][N:19]([CH:22]3[CH2:27][CH2:26][N:25]([CH3:28])[CH2:24][CH2:23]3)[CH2:18][CH2:17]2)=[O:15])[NH2:13])=[CH:7][CH:6]=1.[NH:29]1[C:37]2[C:32](=[CH:33][CH:34]=[C:35]([C:38](O)=[O:39])[CH:36]=2)[CH:31]=[CH:30]1, predict the reaction product. The product is: [NH:29]1[C:37]2[C:32](=[CH:33][CH:34]=[C:35]([C:38]([NH:13][C@@H:12]([C:14]([N:16]3[CH2:21][CH2:20][N:19]([CH:22]4[CH2:27][CH2:26][N:25]([CH3:28])[CH2:24][CH2:23]4)[CH2:18][CH2:17]3)=[O:15])[CH2:11][C:8]3[CH:7]=[CH:6][N:5]=[CH:10][CH:9]=3)=[O:39])[CH:36]=2)[CH:31]=[CH:30]1.